This data is from Forward reaction prediction with 1.9M reactions from USPTO patents (1976-2016). The task is: Predict the product of the given reaction. (1) Given the reactants [CH2:1]([C:5]1[CH:12]=[CH:11][C:8]([CH2:9]O)=[CH:7][CH:6]=1)[CH2:2][CH2:3][CH3:4].[BrH:13].[C:14]1([P:20]([C:27]2[CH:32]=[CH:31][CH:30]=[CH:29][CH:28]=2)[C:21]2[CH:26]=[CH:25][CH:24]=[CH:23][CH:22]=2)[CH:19]=[CH:18][CH:17]=[CH:16][CH:15]=1, predict the reaction product. The product is: [Br-:13].[CH2:1]([C:5]1[CH:12]=[CH:11][C:8]([CH2:9][P+:20]([C:21]2[CH:22]=[CH:23][CH:24]=[CH:25][CH:26]=2)([C:27]2[CH:32]=[CH:31][CH:30]=[CH:29][CH:28]=2)[C:14]2[CH:15]=[CH:16][CH:17]=[CH:18][CH:19]=2)=[CH:7][CH:6]=1)[CH2:2][CH2:3][CH3:4]. (2) Given the reactants [NH2:1][C@@H:2]1[CH2:7][CH2:6][CH2:5][CH2:4][C@H:3]1[NH2:8].[C:9](=[O:12])([O-:11])[O-].[K+].[K+].Cl[C:16]([O:18][CH2:19][CH3:20])=[O:17].[CH2:21]1COC[CH2:22]1, predict the reaction product. The product is: [CH2:21]([O:11][C:9]([NH:1][C@@H:2]1[CH2:7][CH2:6][CH2:5][CH2:4][C@H:3]1[NH:8][C:16]([O:18][CH2:19][CH3:20])=[O:17])=[O:12])[CH3:22]. (3) Given the reactants [CH3:1][O:2][C:3]1[CH:4]=[C:5]([CH2:23][OH:24])[CH:6]=[CH:7][C:8]=1[O:9][CH2:10][C:11]1[N:12]([CH3:22])[CH:13]=[C:14]([C:16]2[CH:21]=[CH:20][CH:19]=[CH:18][CH:17]=2)[N:15]=1.O[C:26]1[C:30]([CH:31]=[O:32])=[CH:29][N:28]([C:33]2[CH:38]=[CH:37][CH:36]=[CH:35][CH:34]=2)[N:27]=1.C(P(CCCC)CCCC)CCC.N(C(N1CCCCC1)=O)=NC(N1CCCCC1)=O, predict the reaction product. The product is: [CH3:1][O:2][C:3]1[CH:4]=[C:5]([CH:6]=[CH:7][C:8]=1[O:9][CH2:10][C:11]1[N:12]([CH3:22])[CH:13]=[C:14]([C:16]2[CH:17]=[CH:18][CH:19]=[CH:20][CH:21]=2)[N:15]=1)[CH2:23][O:24][C:26]1[C:30]([CH:31]=[O:32])=[CH:29][N:28]([C:33]2[CH:34]=[CH:35][CH:36]=[CH:37][CH:38]=2)[N:27]=1. (4) Given the reactants C(OC([N:8]1[CH2:12][C:11]([F:14])([F:13])[CH2:10][CH:9]1[C:15]([O:17][CH2:18][CH:19]=[CH2:20])=[O:16])=O)(C)(C)C.[F:21][C:22]([F:27])([F:26])[C:23]([OH:25])=[O:24], predict the reaction product. The product is: [F:21][C:22]([F:27])([F:26])[C:23]([OH:25])=[O:24].[CH2:18]([O:17][C:15]([CH:9]1[CH2:10][C:11]([F:14])([F:13])[CH2:12][NH:8]1)=[O:16])[CH:19]=[CH2:20]. (5) Given the reactants CN(C)CCO.[Li]CCCC.[N:12]1[CH:17]=[CH:16][C:15]([CH3:18])=[C:14]([CH3:19])[CH:13]=1.[I:20]I, predict the reaction product. The product is: [I:20][C:17]1[CH:16]=[C:15]([CH3:18])[C:14]([CH3:19])=[CH:13][N:12]=1. (6) The product is: [CH2:1]([C:3]1[N:4]([C:37]2[CH:36]=[CH:35][C:34]([N:28]3[CH2:29][CH2:30][O:31][CH2:32][CH2:33]3)=[CH:39][CH:38]=2)[C:5](=[O:27])[C:6]([CH2:12][C:13]2[CH:18]=[CH:17][C:16]([C:19]3[C:20]([C:25]#[N:26])=[CH:21][CH:22]=[CH:23][CH:24]=3)=[CH:15][CH:14]=2)=[C:7]([CH2:9][CH2:10][CH3:11])[N:8]=1)[CH3:2]. Given the reactants [CH2:1]([C:3]1[NH:4][C:5](=[O:27])[C:6]([CH2:12][C:13]2[CH:18]=[CH:17][C:16]([C:19]3[C:20]([C:25]#[N:26])=[CH:21][CH:22]=[CH:23][CH:24]=3)=[CH:15][CH:14]=2)=[C:7]([CH2:9][CH2:10][CH3:11])[N:8]=1)[CH3:2].[N:28]1([C:34]2[CH:39]=[CH:38][C:37](B(O)O)=[CH:36][CH:35]=2)[CH2:33][CH2:32][O:31][CH2:30][CH2:29]1.C(N(CC)CC)C.N1C=CC=CC=1, predict the reaction product. (7) Given the reactants [NH2:1][C:2]1[S:3][CH:4]=[C:5]2[C:10]=1[C:9](=[O:11])[N:8](C1C=CC(Cl)=CC=1)[N:7]=[C:6]2[C:19]([NH:21][CH:22]([CH3:24])[CH3:23])=[O:20].NC1SC=C2C=1C(=O)N([C:36]1[CH:41]=[CH:40][CH:39]=[C:38]([Cl:42])[CH:37]=1)N=C2C(O)=O, predict the reaction product. The product is: [NH2:1][C:2]1[S:3][CH:4]=[C:5]2[C:10]=1[C:9](=[O:11])[N:8]([C:36]1[CH:41]=[CH:40][CH:39]=[C:38]([Cl:42])[CH:37]=1)[N:7]=[C:6]2[C:19]([NH:21][CH:22]([CH3:23])[CH3:24])=[O:20]. (8) Given the reactants [F:1][C:2]([F:12])([F:11])[C:3]([C:5]1[CH:10]=[CH:9][CH:8]=[CH:7][CH:6]=1)=O.[C:13]([O:16]C(=O)C)(=[O:15])[CH3:14].C([O-])(=O)C.[Na+], predict the reaction product. The product is: [F:1][C:2]([F:12])([F:11])[C:3]([C:5]1[CH:10]=[CH:9][CH:8]=[CH:7][CH:6]=1)=[CH:14][C:13]([OH:16])=[O:15].